Predict the reactants needed to synthesize the given product. From a dataset of Full USPTO retrosynthesis dataset with 1.9M reactions from patents (1976-2016). (1) Given the product [I:1][C:2]1[CH:3]=[C:4]([CH:9]=[CH:10][C:11]=1[O:12][CH3:13])[C:5]([OH:7])=[O:6], predict the reactants needed to synthesize it. The reactants are: [I:1][C:2]1[CH:3]=[C:4]([CH:9]=[CH:10][C:11]=1[O:12][CH3:13])[C:5]([O:7]C)=[O:6].O.[OH-].[Li+]. (2) Given the product [CH2:1]([O:3][C:4]([C:6]1[NH:7][C:8]2[C:13]([CH:14]=1)=[CH:12][C:11]([O:15][C@H:25]1[CH2:26][CH2:27][N:23]([CH2:16][C:17]3[CH:22]=[CH:21][CH:20]=[CH:19][CH:18]=3)[CH2:24]1)=[CH:10][CH:9]=2)=[O:5])[CH3:2], predict the reactants needed to synthesize it. The reactants are: [CH2:1]([O:3][C:4]([C:6]1[NH:7][C:8]2[C:13]([CH:14]=1)=[CH:12][C:11]([OH:15])=[CH:10][CH:9]=2)=[O:5])[CH3:2].[CH2:16]([N:23]1[CH2:27][CH2:26][C@@H:25](O)[CH2:24]1)[C:17]1[CH:22]=[CH:21][CH:20]=[CH:19][CH:18]=1.C(P(CCCC)CCCC)CCC.N(C(N1CCCCC1)=O)=NC(N1CCCCC1)=O. (3) Given the product [CH3:15][O:14][C:8]1[C:7]([O:14][CH:8]([CH3:9])[CH3:7])=[C:6]([CH2:3][CH2:4][NH:5][C:27](=[O:28])[CH2:26][C:20]2[CH:21]=[CH:22][C:23]([O:24][CH3:25])=[C:18]([O:17][CH3:16])[CH:19]=2)[CH:11]=[CH:10][CH:9]=1, predict the reactants needed to synthesize it. The reactants are: CO[CH:3]([C:6]1[CH:11]=[CH:10][C:9](OC)=[C:8]([O:14][CH3:15])[CH:7]=1)[CH2:4][NH2:5].[CH3:16][O:17][C:18]1[CH:19]=[C:20]([CH2:26][C:27](Cl)=[O:28])[CH:21]=[CH:22][C:23]=1[O:24][CH3:25]. (4) Given the product [Br:1][C:2]1[N:6]([C:7]([CH3:9])([CH3:10])[CH3:8])[N:5]=[CH:4][C:3]=1[CH2:11][C:12]1([N:30]=[C:33]=[O:42])[CH2:13][CH2:14][N:15]([C:18]([O:20][C:21]([CH3:24])([CH3:22])[CH3:23])=[O:19])[CH2:16][CH2:17]1, predict the reactants needed to synthesize it. The reactants are: [Br:1][C:2]1[N:6]([C:7]([CH3:10])([CH3:9])[CH3:8])[N:5]=[CH:4][C:3]=1[CH2:11][C:12]1(C(O)=O)[CH2:17][CH2:16][N:15]([C:18]([O:20][C:21]([CH3:24])([CH3:23])[CH3:22])=[O:19])[CH2:14][CH2:13]1.C([N:30]([CH2:33]C)CC)C.C1(P(N=[N+]=[N-])(C2C=CC=CC=2)=[O:42])C=CC=CC=1.